The task is: Predict the reactants needed to synthesize the given product.. This data is from Full USPTO retrosynthesis dataset with 1.9M reactions from patents (1976-2016). Given the product [C:63]([C@@H:62]([NH:66][C:67]([CH2:69][CH2:70][CH2:71][CH2:72][CH2:73][CH2:74][CH2:75][CH2:76][CH2:77][CH2:78][CH2:79][CH2:80][CH2:81][CH2:82][CH2:83][CH2:84][C:85]([OH:87])=[O:86])=[O:68])[CH2:61][CH2:60][C:58](=[O:59])[NH:57][CH2:56][CH2:55][O:54][CH2:53][CH2:52][O:51][CH2:50][C:48](=[O:49])[NH:47][CH2:46][CH2:45][O:44][CH2:43][CH2:42][O:41][CH2:40][C:38](=[O:39])[NH:37][CH2:36][CH2:35][NH:34][C:10](=[O:12])[CH2:9][CH2:8][N:5]1[C:3](=[O:4])[CH:2]=[CH:1][C:6]1=[O:7])([OH:65])=[O:64], predict the reactants needed to synthesize it. The reactants are: [CH:1]1[C:6](=[O:7])[N:5]([CH2:8][CH2:9][C:10]([OH:12])=O)[C:3](=[O:4])[CH:2]=1.CCN=C=NCCCN(C)C.C1C=CC2N(O)N=NC=2C=1.[NH2:34][CH2:35][CH2:36][NH:37][C:38]([CH2:40][O:41][CH2:42][CH2:43][O:44][CH2:45][CH2:46][NH:47][C:48]([CH2:50][O:51][CH2:52][CH2:53][O:54][CH2:55][CH2:56][NH:57][C:58]([CH2:60][CH2:61][C@H:62]([NH:66][C:67]([CH2:69][CH2:70][CH2:71][CH2:72][CH2:73][CH2:74][CH2:75][CH2:76][CH2:77][CH2:78][CH2:79][CH2:80][CH2:81][CH2:82][CH2:83][CH2:84][C:85]([OH:87])=[O:86])=[O:68])[C:63]([OH:65])=[O:64])=[O:59])=[O:49])=[O:39].